Dataset: Forward reaction prediction with 1.9M reactions from USPTO patents (1976-2016). Task: Predict the product of the given reaction. (1) Given the reactants [OH:1][C@@H:2]([C@H:4]1[C:37](=[O:38])[N:6]2[C:7]([C:24]([O:26][CH2:27][C:28]3[CH:33]=[CH:32][C:31]([N+:34]([O-:36])=[O:35])=[CH:30][CH:29]=3)=[O:25])=[C:8]([C:11]3[S:15][C:14]4=[C:16]([S:19][C:20]([F:23])([F:22])[F:21])[N:17]=[CH:18][N:13]4[CH:12]=3)[C@H:9]([CH3:10])[C@H:5]12)[CH3:3].[F:39][C:40]([F:47])([F:46])[S:41]([O:44]C)(=[O:43])=[O:42].[CH3:48]CCCCC, predict the reaction product. The product is: [F:39][C:40]([F:47])([F:46])[S:41]([O-:44])(=[O:43])=[O:42].[CH3:48][N:17]1[C:16]([S:19][C:20]([F:23])([F:22])[F:21])=[C:14]2[S:15][C:11]([C:8]3[C@H:9]([CH3:10])[C@@H:5]4[C@@H:4]([C@H:2]([OH:1])[CH3:3])[C:37](=[O:38])[N:6]4[C:7]=3[C:24]([O:26][CH2:27][C:28]3[CH:29]=[CH:30][C:31]([N+:34]([O-:36])=[O:35])=[CH:32][CH:33]=3)=[O:25])=[CH:12][N+:13]2=[CH:18]1. (2) Given the reactants [NH2:1][C:2]1[CH:9]=[C:8]([Br:10])[CH:7]=[CH:6][C:3]=1[CH:4]=O.S([O-])([O-])(=O)=O.[Na+].[Na+].O.[C:19]1(C)[CH:24]=CC(S(O)(=O)=O)=C[CH:20]=1.C(OC=CC)C, predict the reaction product. The product is: [Br:10][C:8]1[CH:9]=[C:2]2[C:3]([CH:4]=[C:19]([CH3:24])[CH:20]=[N:1]2)=[CH:6][CH:7]=1. (3) Given the reactants Cl.[NH2:2][CH2:3][C@@H:4]([C:6]1[C:14]2[S:13][C:12](=[O:15])[NH:11][C:10]=2[C:9]([OH:16])=[CH:8][CH:7]=1)[OH:5].[C:17]1([CH:23]([CH3:40])[CH2:24][N:25]([CH2:33][CH2:34][CH2:35][S:36][CH2:37][CH:38]=O)[C:26](=[O:32])[O:27][C:28]([CH3:31])([CH3:30])[CH3:29])[CH:22]=[CH:21][CH:20]=[CH:19][CH:18]=1, predict the reaction product. The product is: [C:17]1([CH:23]([CH3:40])[CH2:24][N:25]([CH2:33][CH2:34][CH2:35][S:36][CH2:37][CH2:38][NH:2][CH2:3][C@H:4]([OH:5])[C:6]2[C:14]3[S:13][C:12](=[O:15])[NH:11][C:10]=3[C:9]([OH:16])=[CH:8][CH:7]=2)[C:26](=[O:32])[O:27][C:28]([CH3:29])([CH3:30])[CH3:31])[CH:18]=[CH:19][CH:20]=[CH:21][CH:22]=1. (4) Given the reactants [OH:1][CH:2]1[CH2:5][NH:4][CH2:3]1.[CH:6]1([C:9]2[N:14]=[C:13]([C:15]([NH:17][C:18]3[CH:26]=[N:25][CH:24]=[CH:23][C:19]=3[C:20](O)=[O:21])=[O:16])[C:12]([NH:27][C:28]3[CH:29]=[N:30][CH:31]=[N:32][CH:33]=3)=[CH:11][CH:10]=2)[CH2:8][CH2:7]1, predict the reaction product. The product is: [OH:1][CH:2]1[CH2:5][N:4]([C:20]([C:19]2[CH:23]=[CH:24][N:25]=[CH:26][C:18]=2[NH:17][C:15]([C:13]2[C:12]([NH:27][C:28]3[CH:29]=[N:30][CH:31]=[N:32][CH:33]=3)=[CH:11][CH:10]=[C:9]([CH:6]3[CH2:8][CH2:7]3)[N:14]=2)=[O:16])=[O:21])[CH2:3]1. (5) Given the reactants C[C@@:2]([NH:15]N)([C:12]([OH:14])=[O:13])[CH2:3][C:4]1[CH:5]=[CH:6][C:7]([OH:11])=[C:8]([OH:10])[CH:9]=1, predict the reaction product. The product is: [CH:5]1[C:4]([CH2:3][C@H:2]([NH2:15])[C:12]([OH:14])=[O:13])=[CH:9][C:8]([OH:10])=[C:7]([OH:11])[CH:6]=1.